Dataset: NCI-60 drug combinations with 297,098 pairs across 59 cell lines. Task: Regression. Given two drug SMILES strings and cell line genomic features, predict the synergy score measuring deviation from expected non-interaction effect. (1) Drug 1: CCC1=CC2CC(C3=C(CN(C2)C1)C4=CC=CC=C4N3)(C5=C(C=C6C(=C5)C78CCN9C7C(C=CC9)(C(C(C8N6C)(C(=O)OC)O)OC(=O)C)CC)OC)C(=O)OC.C(C(C(=O)O)O)(C(=O)O)O. Drug 2: C(CCl)NC(=O)N(CCCl)N=O. Cell line: SF-295. Synergy scores: CSS=37.3, Synergy_ZIP=-3.78, Synergy_Bliss=-0.850, Synergy_Loewe=-38.0, Synergy_HSA=1.01. (2) Drug 1: CC(CN1CC(=O)NC(=O)C1)N2CC(=O)NC(=O)C2. Drug 2: COC1=C2C(=CC3=C1OC=C3)C=CC(=O)O2. Cell line: OVCAR3. Synergy scores: CSS=13.1, Synergy_ZIP=10.1, Synergy_Bliss=11.3, Synergy_Loewe=0.725, Synergy_HSA=1.11. (3) Drug 1: CC12CCC3C(C1CCC2O)C(CC4=C3C=CC(=C4)O)CCCCCCCCCS(=O)CCCC(C(F)(F)F)(F)F. Drug 2: C1CNP(=O)(OC1)N(CCCl)CCCl. Cell line: CAKI-1. Synergy scores: CSS=-5.76, Synergy_ZIP=0.292, Synergy_Bliss=-4.16, Synergy_Loewe=-4.75, Synergy_HSA=-5.56. (4) Drug 1: CCC1(CC2CC(C3=C(CCN(C2)C1)C4=CC=CC=C4N3)(C5=C(C=C6C(=C5)C78CCN9C7C(C=CC9)(C(C(C8N6C)(C(=O)OC)O)OC(=O)C)CC)OC)C(=O)OC)O.OS(=O)(=O)O. Drug 2: C1=NNC2=C1C(=O)NC=N2. Cell line: MDA-MB-435. Synergy scores: CSS=1.53, Synergy_ZIP=-0.573, Synergy_Bliss=5.56, Synergy_Loewe=-0.579, Synergy_HSA=3.22. (5) Drug 1: CS(=O)(=O)C1=CC(=C(C=C1)C(=O)NC2=CC(=C(C=C2)Cl)C3=CC=CC=N3)Cl. Synergy scores: CSS=-0.287, Synergy_ZIP=-0.433, Synergy_Bliss=-2.00, Synergy_Loewe=-4.86, Synergy_HSA=-4.74. Cell line: HOP-62. Drug 2: CC(C1=C(C=CC(=C1Cl)F)Cl)OC2=C(N=CC(=C2)C3=CN(N=C3)C4CCNCC4)N. (6) Drug 1: C1=CC(=CC=C1C#N)C(C2=CC=C(C=C2)C#N)N3C=NC=N3. Drug 2: CN(C(=O)NC(C=O)C(C(C(CO)O)O)O)N=O. Cell line: HCT-15. Synergy scores: CSS=-6.40, Synergy_ZIP=-1.82, Synergy_Bliss=-10.9, Synergy_Loewe=-8.90, Synergy_HSA=-8.37.